The task is: Regression. Given a peptide amino acid sequence and an MHC pseudo amino acid sequence, predict their binding affinity value. This is MHC class I binding data.. This data is from Peptide-MHC class I binding affinity with 185,985 pairs from IEDB/IMGT. (1) The peptide sequence is CTDDNALAY. The MHC is HLA-A69:01 with pseudo-sequence HLA-A69:01. The binding affinity (normalized) is 0.0847. (2) The peptide sequence is RAMACSALI. The MHC is BoLA-T2b with pseudo-sequence BoLA-T2b. The binding affinity (normalized) is 0.234. (3) The peptide sequence is EISGLRPGE. The MHC is HLA-B44:02 with pseudo-sequence HLA-B44:02. The binding affinity (normalized) is 0.0847. (4) The peptide sequence is LDVGDAYF. The MHC is H-2-Kk with pseudo-sequence H-2-Kk. The binding affinity (normalized) is 0.0929. (5) The peptide sequence is GLYPQLSAI. The binding affinity (normalized) is 0.561. The MHC is HLA-A02:19 with pseudo-sequence HLA-A02:19.